From a dataset of Retrosynthesis with 50K atom-mapped reactions and 10 reaction types from USPTO. Predict the reactants needed to synthesize the given product. (1) Given the product CSCC[C@H](NC(=O)CN)C(=O)NO, predict the reactants needed to synthesize it. The reactants are: CSCC[C@H](NC(=O)CNC(=O)OC(C)(C)C)C(=O)NO. (2) Given the product CN(Cc1cn(S(=O)(=O)c2ccc(OCc3ccccc3)cc2)c(-c2cccnc2F)c1F)C(=O)OC(C)(C)C, predict the reactants needed to synthesize it. The reactants are: CN(Cc1c[nH]c(-c2cccnc2F)c1F)C(=O)OC(C)(C)C.O=S(=O)(Cl)c1ccc(OCc2ccccc2)cc1. (3) Given the product O=C(Nc1cc(F)c(F)c(C(=O)c2ccc3ncc(N4CCOCC4)nc3c2)c1F)c1cccc(C(F)(F)F)c1, predict the reactants needed to synthesize it. The reactants are: Nc1cc(F)c(F)c(C(=O)c2ccc3ncc(N4CCOCC4)nc3c2)c1F.O=C(Cl)c1cccc(C(F)(F)F)c1. (4) Given the product O=C1Cc2ccccc2Sc2c1cccc2-c1cc(=O)cc(N2CCOCC2)o1, predict the reactants needed to synthesize it. The reactants are: CC1(C)OB(c2cccc3c2Sc2ccccc2CC3=O)OC1(C)C.O=c1cc(Cl)oc(N2CCOCC2)c1. (5) Given the product Cc1c(C)n(CC2CC2C)c2c(OCc3ccc(F)cc3F)nncc12, predict the reactants needed to synthesize it. The reactants are: Cc1c(C)n(CC2CC2C)c2c(Cl)nncc12.OCc1ccc(F)cc1F.